This data is from Reaction yield outcomes from USPTO patents with 853,638 reactions. The task is: Predict the reaction yield, written as a fraction of the theoretical maximum amount of product (1.0 means a 100% yield; for example, 0.34 means a 34% yield). (1) The reactants are Br[CH2:2][C:3]1[S:7][C:6]([Cl:8])=[N:5][C:4]=1[Cl:9].[CH3:10][C:11]1[N:16]=[C:15]([SH:17])[N:14]=[C:13]([OH:18])[CH:12]=1.C(N(CC)CC)C. The catalyst is C(O)C. The product is [Cl:8][C:6]1[S:7][C:3]([CH2:2][S:17][C:15]2[N:14]=[C:13]([OH:18])[CH:12]=[C:11]([CH3:10])[N:16]=2)=[C:4]([Cl:9])[N:5]=1. The yield is 0.720. (2) The reactants are [CH3:1][O:2][C:3](=[O:29])[C@@H:4]([NH:18][C:19](=[O:28])[C:20]1[CH:25]=[C:24]([Br:26])[CH:23]=[CH:22][C:21]=1[OH:27])[CH2:5][C:6]1[CH:11]=[CH:10][C:9]([C:12]2[CH:17]=[CH:16][CH:15]=[CH:14][CH:13]=2)=[CH:8][CH:7]=1.[CH2:30]([O:37][C:38]1[CH:45]=[CH:44][C:41]([CH2:42]Cl)=[CH:40][CH:39]=1)[C:31]1[CH:36]=[CH:35][CH:34]=[CH:33][CH:32]=1. No catalyst specified. The product is [CH3:1][O:2][C:3](=[O:29])[C@@H:4]([NH:18][C:19](=[O:28])[C:20]1[CH:25]=[C:24]([Br:26])[CH:23]=[CH:22][C:21]=1[O:27][CH2:42][C:41]1[CH:44]=[CH:45][C:38]([O:37][CH2:30][C:31]2[CH:36]=[CH:35][CH:34]=[CH:33][CH:32]=2)=[CH:39][CH:40]=1)[CH2:5][C:6]1[CH:7]=[CH:8][C:9]([C:12]2[CH:17]=[CH:16][CH:15]=[CH:14][CH:13]=2)=[CH:10][CH:11]=1. The yield is 0.500. (3) The reactants are [CH2:1]([O:8][C@H:9]1[C@H:15]([O:16][CH2:17][C:18]2[CH:23]=[CH:22][CH:21]=[CH:20][CH:19]=2)[C@@H:14]([O:24][CH2:25][C:26]2[CH:31]=[CH:30][CH:29]=[CH:28][CH:27]=2)[C@:13]2([C:33]3[CH:38]=[CH:37][C:36]([Cl:39])=[C:35]([CH2:40][C:41]4[CH:46]=[CH:45][C:44]([O:47][CH2:48][CH3:49])=[CH:43][CH:42]=4)[CH:34]=3)[O:32][C@@:10]1([CH2:50]O)[CH2:11][O:12]2)[C:2]1[CH:7]=[CH:6][CH:5]=[CH:4][CH:3]=1.C(N(S(F)(F)[F:58])CC)C. The catalyst is ClCCl. The product is [CH2:1]([O:8][C@H:9]1[C@H:15]([O:16][CH2:17][C:18]2[CH:23]=[CH:22][CH:21]=[CH:20][CH:19]=2)[C@@H:14]([O:24][CH2:25][C:26]2[CH:31]=[CH:30][CH:29]=[CH:28][CH:27]=2)[C@:13]2([C:33]3[CH:38]=[CH:37][C:36]([Cl:39])=[C:35]([CH2:40][C:41]4[CH:46]=[CH:45][C:44]([O:47][CH2:48][CH3:49])=[CH:43][CH:42]=4)[CH:34]=3)[O:32][C@@:10]1([CH2:50][F:58])[CH2:11][O:12]2)[C:2]1[CH:7]=[CH:6][CH:5]=[CH:4][CH:3]=1. The yield is 0.0700. (4) The reactants are [Cl-].O[NH3+:3].[C:4](=[O:7])([O-])[OH:5].[Na+].CS(C)=O.[CH2:13]([C:15]1[N:16]=[C:17]([CH2:45][CH2:46][CH3:47])[N:18]([CH2:30][C:31]2[CH:36]=[CH:35][C:34]([C:37]3[C:38]([C:43]#[N:44])=[CH:39][CH:40]=[CH:41][CH:42]=3)=[CH:33][CH:32]=2)[C:19](=[O:29])[C:20]=1[O:21][C:22]1[CH:27]=[C:26]([CH3:28])[CH:25]=[CH:24][N:23]=1)[CH3:14]. The catalyst is C(OCC)(=O)C. The product is [CH2:13]([C:15]1[N:16]=[C:17]([CH2:45][CH2:46][CH3:47])[N:18]([CH2:30][C:31]2[CH:36]=[CH:35][C:34]([C:37]3[CH:42]=[CH:41][CH:40]=[CH:39][C:38]=3[C:43]3[NH:3][C:4](=[O:7])[O:5][N:44]=3)=[CH:33][CH:32]=2)[C:19](=[O:29])[C:20]=1[O:21][C:22]1[CH:27]=[C:26]([CH3:28])[CH:25]=[CH:24][N:23]=1)[CH3:14]. The yield is 0.640. (5) The reactants are [C:12]([O:11][C:9](O[C:9]([O:11][C:12]([CH3:15])([CH3:14])[CH3:13])=[O:10])=[O:10])([CH3:15])([CH3:14])[CH3:13].[F:16][C:17]([F:27])([F:26])[C:18]1[CH:23]=[CH:22][CH:21]=[CH:20][C:19]=1[NH:24][NH2:25]. The catalyst is CO. The product is [C:12]([O:11][C:9]([NH:25][NH:24][C:19]1[CH:20]=[CH:21][CH:22]=[CH:23][C:18]=1[C:17]([F:16])([F:27])[F:26])=[O:10])([CH3:13])([CH3:14])[CH3:15]. The yield is 1.00. (6) The reactants are [NH2:1][C@@H:2]([CH2:33][C:34]1[CH:39]=[CH:38][CH:37]=[CH:36][CH:35]=1)[C@@H:3]([OH:32])[CH2:4][C@@H:5]([NH:19][C:20]([C@@H:22]([NH:27][C:28](=[O:31])[O:29][CH3:30])[C:23]([CH3:26])([CH3:25])[CH3:24])=[O:21])[CH2:6][C:7]1[CH:12]=[CH:11][C:10]([C:13]2[CH:18]=[CH:17][CH:16]=[CH:15][N:14]=2)=[CH:9][CH:8]=1.[CH3:40][O:41][C:42]([NH:44][C@@H:45]([C:49]([CH3:52])([CH3:51])[CH3:50])[C:46](O)=[O:47])=[O:43].CCOP(ON1N=NC2C=CC=CC=2C1=O)(OCC)=O.C(N(CC)C(C)C)(C)C. The catalyst is C1COCC1. The product is [CH2:33]([C@@H:2]([C@@H:3]([OH:32])[CH2:4][C@H:5]([CH2:6][C:7]1[CH:12]=[CH:11][C:10]([C:13]2[CH:18]=[CH:17][CH:16]=[CH:15][N:14]=2)=[CH:9][CH:8]=1)[NH:19][C:20](=[O:21])[C@H:22]([C:23]([CH3:26])([CH3:25])[CH3:24])[NH:27][C:28](=[O:31])[O:29][CH3:30])[NH:1][C:46](=[O:47])[C@@H:45]([NH:44][C:42](=[O:43])[O:41][CH3:40])[C:49]([CH3:52])([CH3:51])[CH3:50])[C:34]1[CH:35]=[CH:36][CH:37]=[CH:38][CH:39]=1. The yield is 0.750. (7) The reactants are F[C:2]1[CH:7]=[CH:6][C:5]([F:8])=[CH:4][C:3]=1[C:9](=[O:11])[CH3:10].C(=O)([O-])[O-].[K+].[K+].[NH:18]1[CH:22]=[CH:21][N:20]=[N:19]1. The catalyst is CN1CCCC1=O. The product is [F:8][C:5]1[CH:6]=[CH:7][C:2]([N:19]2[N:20]=[CH:21][CH:22]=[N:18]2)=[C:3]([C:9](=[O:11])[CH3:10])[CH:4]=1. The yield is 0.350. (8) The catalyst is C(O)C. The reactants are [OH:1][C@@H:2]([CH2:18][N:19]1[CH2:24][CH2:23][O:22][CH2:21][CH2:20]1)[CH2:3][N:4]1[CH2:10][CH2:9][CH2:8][C:7]2[NH:11][C:12]([CH:15]=O)=[C:13]([CH3:14])[C:6]=2[C:5]1=[O:17].[Br:25][C:26]1[CH:27]=[C:28]2[C:32](=[CH:33][CH:34]=1)[NH:31][C:30](=[O:35])[CH2:29]2.N1CCCCC1. The product is [Br:25][C:26]1[CH:27]=[C:28]2[C:32](=[CH:33][CH:34]=1)[NH:31][C:30](=[O:35])/[C:29]/2=[CH:15]\[C:12]1[NH:11][C:7]2[CH2:8][CH2:9][CH2:10][N:4]([CH2:3][C@@H:2]([OH:1])[CH2:18][N:19]3[CH2:20][CH2:21][O:22][CH2:23][CH2:24]3)[C:5](=[O:17])[C:6]=2[C:13]=1[CH3:14]. The yield is 0.810. (9) The reactants are [CH2:1]([O:3][C:4](=[O:38])[N:5]([CH:12]([C:22]1[CH:27]=[CH:26][C:25]([O:28][CH3:29])=[C:24]([O:30][CH2:31][C:32]2[CH:37]=[CH:36][CH:35]=[CH:34][CH:33]=2)[CH:23]=1)[CH2:13][C:14]1[CH:19]=[CH:18][CH:17]=[C:16]([O:20][CH3:21])[CH:15]=1)[CH2:6][CH:7](OC)OC)[CH3:2].Cl. The catalyst is CC(C)=O.O. The product is [CH2:1]([O:3][C:4]([N:5]1[CH:6]=[CH:7][C:27]2[C:22](=[CH:23][C:24]([O:30][CH2:31][C:32]3[CH:33]=[CH:34][CH:35]=[CH:36][CH:37]=3)=[C:25]([O:28][CH3:29])[CH:26]=2)[CH:12]1[CH2:13][C:14]1[CH:19]=[CH:18][CH:17]=[C:16]([O:20][CH3:21])[CH:15]=1)=[O:38])[CH3:2]. The yield is 0.480.